From a dataset of NCI-60 drug combinations with 297,098 pairs across 59 cell lines. Regression. Given two drug SMILES strings and cell line genomic features, predict the synergy score measuring deviation from expected non-interaction effect. (1) Cell line: A498. Drug 1: C1CN(CCN1C(=O)CCBr)C(=O)CCBr. Synergy scores: CSS=25.1, Synergy_ZIP=-11.5, Synergy_Bliss=-8.71, Synergy_Loewe=-15.6, Synergy_HSA=-5.45. Drug 2: CC1=C(C(=O)C2=C(C1=O)N3CC4C(C3(C2COC(=O)N)OC)N4)N. (2) Drug 1: CC=C1C(=O)NC(C(=O)OC2CC(=O)NC(C(=O)NC(CSSCCC=C2)C(=O)N1)C(C)C)C(C)C. Synergy scores: CSS=64.8, Synergy_ZIP=-2.86, Synergy_Bliss=-5.46, Synergy_Loewe=-59.3, Synergy_HSA=-2.19. Cell line: OVCAR3. Drug 2: C1=CN(C=N1)CC(O)(P(=O)(O)O)P(=O)(O)O. (3) Drug 1: CNC(=O)C1=CC=CC=C1SC2=CC3=C(C=C2)C(=NN3)C=CC4=CC=CC=N4. Drug 2: CC(C)NC(=O)C1=CC=C(C=C1)CNNC.Cl. Cell line: RPMI-8226. Synergy scores: CSS=-16.9, Synergy_ZIP=8.11, Synergy_Bliss=0.631, Synergy_Loewe=-13.4, Synergy_HSA=-13.6. (4) Drug 1: C1=CN(C(=O)N=C1N)C2C(C(C(O2)CO)O)O.Cl. Drug 2: CC1=C(C=C(C=C1)NC(=O)C2=CC=C(C=C2)CN3CCN(CC3)C)NC4=NC=CC(=N4)C5=CN=CC=C5. Cell line: EKVX. Synergy scores: CSS=-1.03, Synergy_ZIP=2.94, Synergy_Bliss=-6.52, Synergy_Loewe=-1.29, Synergy_HSA=-5.72. (5) Drug 1: CS(=O)(=O)C1=CC(=C(C=C1)C(=O)NC2=CC(=C(C=C2)Cl)C3=CC=CC=N3)Cl. Drug 2: CC1=C(C(=O)C2=C(C1=O)N3CC4C(C3(C2COC(=O)N)OC)N4)N. Cell line: U251. Synergy scores: CSS=26.0, Synergy_ZIP=-5.19, Synergy_Bliss=-2.37, Synergy_Loewe=-30.6, Synergy_HSA=-1.61. (6) Drug 1: C1CCC(C1)C(CC#N)N2C=C(C=N2)C3=C4C=CNC4=NC=N3. Drug 2: CC12CCC3C(C1CCC2O)C(CC4=C3C=CC(=C4)O)CCCCCCCCCS(=O)CCCC(C(F)(F)F)(F)F. Cell line: OVCAR-5. Synergy scores: CSS=-1.41, Synergy_ZIP=7.19, Synergy_Bliss=1.10, Synergy_Loewe=-3.82, Synergy_HSA=-2.91. (7) Drug 1: CC1=C(C(=CC=C1)Cl)NC(=O)C2=CN=C(S2)NC3=CC(=NC(=N3)C)N4CCN(CC4)CCO. Drug 2: CC1C(C(CC(O1)OC2CC(OC(C2O)C)OC3=CC4=CC5=C(C(=O)C(C(C5)C(C(=O)C(C(C)O)O)OC)OC6CC(C(C(O6)C)O)OC7CC(C(C(O7)C)O)OC8CC(C(C(O8)C)O)(C)O)C(=C4C(=C3C)O)O)O)O. Cell line: M14. Synergy scores: CSS=17.3, Synergy_ZIP=0.703, Synergy_Bliss=3.34, Synergy_Loewe=-0.644, Synergy_HSA=0.434. (8) Drug 1: C(CN)CNCCSP(=O)(O)O. Drug 2: C1C(C(OC1N2C=NC3=C2NC=NCC3O)CO)O. Cell line: SNB-75. Synergy scores: CSS=1.33, Synergy_ZIP=0.270, Synergy_Bliss=0.858, Synergy_Loewe=-1.64, Synergy_HSA=-0.428. (9) Drug 1: CCCCCOC(=O)NC1=NC(=O)N(C=C1F)C2C(C(C(O2)C)O)O. Drug 2: C1CNP(=O)(OC1)N(CCCl)CCCl. Cell line: NCI-H226. Synergy scores: CSS=-6.58, Synergy_ZIP=2.00, Synergy_Bliss=-1.24, Synergy_Loewe=-5.40, Synergy_HSA=-5.47. (10) Drug 1: CN(CC1=CN=C2C(=N1)C(=NC(=N2)N)N)C3=CC=C(C=C3)C(=O)NC(CCC(=O)O)C(=O)O. Drug 2: CC(C)CN1C=NC2=C1C3=CC=CC=C3N=C2N. Cell line: RPMI-8226. Synergy scores: CSS=53.5, Synergy_ZIP=-0.743, Synergy_Bliss=0.440, Synergy_Loewe=-14.1, Synergy_HSA=1.04.